From a dataset of Full USPTO retrosynthesis dataset with 1.9M reactions from patents (1976-2016). Predict the reactants needed to synthesize the given product. (1) The reactants are: [NH2:1][C:2]1[CH:30]=[CH:29][C:5]([CH2:6][C@@H:7]([C:26]([OH:28])=[O:27])[NH:8]C(OCC2C3C=CC=CC=3C3C2=CC=CC=3)=O)=[CH:4][CH:3]=1.[CH3:31][C:32]1[CH:37]=[C:36]([CH3:38])[CH:35]=[C:34]([CH3:39])[C:33]=1[S:40](Cl)(=[O:42])=[O:41]. Given the product [CH3:31][C:32]1[CH:37]=[C:36]([CH3:38])[CH:35]=[C:34]([CH3:39])[C:33]=1[S:40]([NH:1][C:2]1[CH:3]=[CH:4][C:5]([CH2:6][C@@H:7]([C:26]([OH:28])=[O:27])[NH2:8])=[CH:29][CH:30]=1)(=[O:41])=[O:42], predict the reactants needed to synthesize it. (2) Given the product [Cl:1][C:2]1[CH:7]=[C:6]([Cl:8])[C:5]([O:9][CH3:10])=[CH:4][C:3]=1[NH:11][C:12]1[C:17]([C:18]#[N:19])=[CH:16][N:15]=[C:14]2[CH:20]=[C:21]([C:29]3[CH:30]=[CH:31][C:26]([CH:24]=[O:25])=[CH:27][CH:28]=3)[S:22][C:13]=12, predict the reactants needed to synthesize it. The reactants are: [Cl:1][C:2]1[CH:7]=[C:6]([Cl:8])[C:5]([O:9][CH3:10])=[CH:4][C:3]=1[NH:11][C:12]1[C:17]([C:18]#[N:19])=[CH:16][N:15]=[C:14]2[CH:20]=[C:21](I)[S:22][C:13]=12.[CH:24]([C:26]1[CH:31]=[CH:30][C:29](B(O)O)=[CH:28][CH:27]=1)=[O:25]. (3) Given the product [CH2:1]([N:5]1[CH2:18][CH2:17][C:7]2([CH2:8][CH2:9][C:10]3([O:14][CH2:13][CH2:12][O:11]3)[CH2:15][CH2:16]2)[CH2:6]1)[CH2:2][CH2:3][CH3:4], predict the reactants needed to synthesize it. The reactants are: [CH2:1]([N:5]1[CH2:18][CH2:17][C:7]2([CH2:16][CH2:15][C:10]3([O:14][CH2:13][CH2:12][O:11]3)[CH2:9][CH2:8]2)[C:6]1=O)[CH2:2][CH2:3][CH3:4].[H-].[Al+3].[Li+].[H-].[H-].[H-].O.[OH-].[Na+]. (4) The reactants are: C([O-])([O-])=O.[K+].[K+].[C:7]1(=[O:17])[NH:11][C:10](=[O:12])[C:9]2=[CH:13][CH:14]=[CH:15][CH:16]=[C:8]12.CN(C=O)C.Br[CH2:24][C:25]1[CH2:30][CH2:29][C@H:28]([C:31]([OH:34])([CH3:33])[CH3:32])[CH2:27][CH:26]=1. Given the product [OH:34][C:31]([C@H:28]1[CH2:29][CH2:30][C:25]([CH2:24][N:11]2[C:7](=[O:17])[C:8]3[C:9](=[CH:13][CH:14]=[CH:15][CH:16]=3)[C:10]2=[O:12])=[CH:26][CH2:27]1)([CH3:33])[CH3:32], predict the reactants needed to synthesize it. (5) Given the product [CH2:19]([N:18]1[C:1](=[NH:2])[C:3]2[CH:7]=[CH:6][S:5][C:4]=2[N:8]=[C:9]1[O:14][CH2:15][CH2:16][CH3:17])[CH2:20][CH3:21], predict the reactants needed to synthesize it. The reactants are: [C:1]([C:3]1[CH:7]=[CH:6][S:5][C:4]=1[N:8]=[C:9]([O:14][CH2:15][CH2:16][CH3:17])OCCC)#[N:2].[NH2:18][CH2:19][CH2:20][CH3:21]. (6) Given the product [F:15][C:16]([F:27])([F:26])[C:17]1[CH:22]=[C:21]([C:2]2[S:3][C:4]3[C:5](=[C:7]([C:11]([O:13][CH3:14])=[O:12])[CH:8]=[CH:9][CH:10]=3)[N:6]=2)[CH:20]=[CH:19][CH:18]=1, predict the reactants needed to synthesize it. The reactants are: Cl[C:2]1[S:3][C:4]2[C:5](=[C:7]([C:11]([O:13][CH3:14])=[O:12])[CH:8]=[CH:9][CH:10]=2)[N:6]=1.[F:15][C:16]([F:27])([F:26])[C:17]1[CH:18]=[C:19](B(O)O)[CH:20]=[CH:21][CH:22]=1.C([O-])([O-])=O.[Cs+].[Cs+].O.